This data is from Reaction yield outcomes from USPTO patents with 853,638 reactions. The task is: Predict the reaction yield, written as a fraction of the theoretical maximum amount of product (1.0 means a 100% yield; for example, 0.34 means a 34% yield). The reactants are [NH2:1][C:2]1[C:11]2[C:6](=[C:7](Br)[CH:8]=[CH:9][CH:10]=2)[N:5]=[N:4][C:3]=1[C:13]([NH:15][CH2:16][CH2:17][CH3:18])=[O:14].[CH3:19][O:20][C:21]1[CH:26]=[C:25]([O:27][CH3:28])[CH:24]=[CH:23][C:22]=1B(O)O. No catalyst specified. The product is [NH2:1][C:2]1[C:11]2[C:6](=[C:7]([C:24]3[CH:23]=[CH:22][C:21]([O:20][CH3:19])=[CH:26][C:25]=3[O:27][CH3:28])[CH:8]=[CH:9][CH:10]=2)[N:5]=[N:4][C:3]=1[C:13]([NH:15][CH2:16][CH2:17][CH3:18])=[O:14]. The yield is 0.751.